From a dataset of Reaction yield outcomes from USPTO patents with 853,638 reactions. Predict the reaction yield, written as a fraction of the theoretical maximum amount of product (1.0 means a 100% yield; for example, 0.34 means a 34% yield). (1) The reactants are Cl.C(O)C.[Cl:5][C:6]1[C:15]2[C:10](=[CH:11][C:12]([O:18][CH2:19][CH:20]3[CH2:25][CH2:24][N:23]([CH3:26])[CH2:22][CH2:21]3)=[C:13]([O:16][CH3:17])[CH:14]=2)[N:9]=[CH:8][N:7]=1.[Cl:27][C:28]1[CH:34]=[CH:33][C:31]([NH2:32])=[C:30]([F:35])[CH:29]=1. The catalyst is C(O)(C)C.CCOCC. The product is [ClH:5].[Cl:27][C:28]1[CH:34]=[CH:33][C:31]([NH:32][C:6]2[C:15]3[C:10](=[CH:11][C:12]([O:18][CH2:19][CH:20]4[CH2:25][CH2:24][N:23]([CH3:26])[CH2:22][CH2:21]4)=[C:13]([O:16][CH3:17])[CH:14]=3)[N:9]=[CH:8][N:7]=2)=[C:30]([F:35])[CH:29]=1. The yield is 0.820. (2) The catalyst is [Br-].C([N+](CCCC)(CCCC)CCCC)CCC.CN1CCCC1=O.CC([O-])=O.CC([O-])=O.[Pd+2]. The yield is 0.680. The product is [CH2:24]([O:23][C:19](=[O:22])/[CH:20]=[C:21]1/[C:2]2[CH:7]=[CH:6][C:5]([F:8])=[CH:4][C:3]=2[O:9][CH2:10][C:11]2[C:16]([F:17])=[CH:15][CH:14]=[CH:13][C:12]/1=2)[CH3:25]. The reactants are Br[C:2]1[CH:7]=[CH:6][C:5]([F:8])=[CH:4][C:3]=1[O:9][CH2:10][C:11]1[C:16]([F:17])=[CH:15][CH:14]=[CH:13][C:12]=1Br.[C:19]([O:23][CH2:24][CH3:25])(=[O:22])[CH:20]=[CH2:21].C([O-])(=O)C.[Na+].